From a dataset of NCI-60 drug combinations with 297,098 pairs across 59 cell lines. Regression. Given two drug SMILES strings and cell line genomic features, predict the synergy score measuring deviation from expected non-interaction effect. Synergy scores: CSS=0.119, Synergy_ZIP=0.980, Synergy_Bliss=1.11, Synergy_Loewe=-3.89, Synergy_HSA=-1.81. Drug 1: CCC1=C2CN3C(=CC4=C(C3=O)COC(=O)C4(CC)O)C2=NC5=C1C=C(C=C5)O. Cell line: NCI-H322M. Drug 2: C1=CC=C(C(=C1)C(C2=CC=C(C=C2)Cl)C(Cl)Cl)Cl.